This data is from Catalyst prediction with 721,799 reactions and 888 catalyst types from USPTO. The task is: Predict which catalyst facilitates the given reaction. (1) Reactant: [ClH:1].C([N:5]([CH2:9][CH2:10][C:11]1[CH:16]=[CH:15][CH:14]=[CH:13][CH:12]=1)[CH2:6][CH2:7][SH:8])(=O)C. Product: [ClH:1].[SH:8][CH2:7][CH2:6][NH:5][CH2:9][CH2:10][C:11]1[CH:16]=[CH:15][CH:14]=[CH:13][CH:12]=1. The catalyst class is: 15. (2) Reactant: Cl.[CH3:2][N:3]([C:21]1[CH:26]=[CH:25][CH:24]=[CH:23][CH:22]=1)[C:4]1[N:9]=[C:8]([NH2:10])[N:7]=[C:6]([C:11]2[N:15]=[C:14]([C@@H:16]3[CH2:20][CH2:19][CH2:18][NH:17]3)[O:13][N:12]=2)[N:5]=1.C([O-])(=O)C.[Na+].[F:32][C:33]([F:38])([F:37])[CH2:34][CH:35]=O.C(O[BH-](OC(=O)C)OC(=O)C)(=O)C.[Na+]. Product: [CH3:2][N:3]([C:21]1[CH:26]=[CH:25][CH:24]=[CH:23][CH:22]=1)[C:4]1[N:9]=[C:8]([NH2:10])[N:7]=[C:6]([C:11]2[N:15]=[C:14]([C@@H:16]3[CH2:20][CH2:19][CH2:18][N:17]3[CH2:35][CH2:34][C:33]([F:38])([F:37])[F:32])[O:13][N:12]=2)[N:5]=1. The catalyst class is: 279. (3) Reactant: [NH2:1][C:2]1[N:10]=[C:9]([NH:11][CH2:12][CH2:13][NH:14][C:15](=[O:21])[O:16][C:17]([CH3:20])([CH3:19])[CH3:18])[N:8]=[C:7]2[C:3]=1[N:4]=[CH:5][N:6]2[C@H:22]1[C@H:26]([OH:27])[C@H:25]([OH:28])[C@@H:24]([CH2:29]O)[O:23]1.S(Cl)([Cl:33])=O.N1C=CC=CC=1. Product: [NH2:1][C:2]1[N:10]=[C:9]([NH:11][CH2:12][CH2:13][NH:14][C:15](=[O:21])[O:16][C:17]([CH3:20])([CH3:19])[CH3:18])[N:8]=[C:7]2[C:3]=1[N:4]=[CH:5][N:6]2[C@H:22]1[C@H:26]([OH:27])[C@H:25]([OH:28])[C@@H:24]([CH2:29][Cl:33])[O:23]1. The catalyst class is: 10.